Dataset: NCI-60 drug combinations with 297,098 pairs across 59 cell lines. Task: Regression. Given two drug SMILES strings and cell line genomic features, predict the synergy score measuring deviation from expected non-interaction effect. (1) Drug 1: COC1=CC(=CC(=C1O)OC)C2C3C(COC3=O)C(C4=CC5=C(C=C24)OCO5)OC6C(C(C7C(O6)COC(O7)C8=CC=CS8)O)O. Drug 2: C1=NC(=NC(=O)N1C2C(C(C(O2)CO)O)O)N. Cell line: U251. Synergy scores: CSS=34.5, Synergy_ZIP=-1.66, Synergy_Bliss=-1.20, Synergy_Loewe=-13.9, Synergy_HSA=-0.883. (2) Drug 1: CC(CN1CC(=O)NC(=O)C1)N2CC(=O)NC(=O)C2. Drug 2: C1=CC=C(C(=C1)C(C2=CC=C(C=C2)Cl)C(Cl)Cl)Cl. Cell line: SF-539. Synergy scores: CSS=13.5, Synergy_ZIP=-4.67, Synergy_Bliss=-1.60, Synergy_Loewe=-1.69, Synergy_HSA=-0.331. (3) Drug 1: C1=CC(=CC=C1C#N)C(C2=CC=C(C=C2)C#N)N3C=NC=N3. Drug 2: CCN(CC)CCNC(=O)C1=C(NC(=C1C)C=C2C3=C(C=CC(=C3)F)NC2=O)C. Cell line: MDA-MB-231. Synergy scores: CSS=-6.88, Synergy_ZIP=2.27, Synergy_Bliss=-3.77, Synergy_Loewe=-13.6, Synergy_HSA=-14.7.